This data is from Full USPTO retrosynthesis dataset with 1.9M reactions from patents (1976-2016). The task is: Predict the reactants needed to synthesize the given product. Given the product [CH3:14][C:11]([CH3:12])([CH3:13])[C@H:10]([NH:15][C:16]([N:18]1[C:26]2[CH2:25][CH2:24][N:23]([CH3:27])[CH2:22][C:21]=2[C:20]([C:28]2[CH:33]=[C:32]([F:34])[C:31]([F:35])=[CH:30][C:29]=2[F:36])=[N:19]1)=[O:17])[C:9]([N:8]1[CH2:41][CH2:40][N:39]([C:45]([O:47][CH2:48][CH3:49])=[O:46])[CH2:4][CH2:3]1)=[O:37], predict the reactants needed to synthesize it. The reactants are: NC(=O)[C@@H:3]([NH:8][C:9](=[O:37])[C@@H:10]([NH:15][C:16]([N:18]1[C:26]2[CH2:25][CH2:24][N:23]([CH3:27])[CH2:22][C:21]=2[C:20]([C:28]2[CH:33]=[C:32]([F:34])[C:31]([F:35])=[CH:30][C:29]=2[F:36])=[N:19]1)=[O:17])[C:11]([CH3:14])([CH3:13])[CH3:12])[CH2:4]C(C)C.[N:39]1([C:45]([O:47][CH2:48][CH3:49])=[O:46])CCN[CH2:41][CH2:40]1.